Dataset: Retrosynthesis with 50K atom-mapped reactions and 10 reaction types from USPTO. Task: Predict the reactants needed to synthesize the given product. (1) Given the product CO[C@H]1CC[C@@H](N2CCC(Nc3cc(C)c(Cl)cc3N)CC2)CC1, predict the reactants needed to synthesize it. The reactants are: CO[C@H]1CC[C@@H](N2CCC(Nc3cc(C)c(Cl)cc3[N+](=O)[O-])CC2)CC1. (2) Given the product CS(=O)(=O)O[C@@H]1C[C@@H](C(=O)O)N(C(=O)OCc2ccccc2)C1, predict the reactants needed to synthesize it. The reactants are: CS(=O)(=O)Cl.O=C(O)[C@@H]1C[C@@H](O)CN1C(=O)OCc1ccccc1. (3) Given the product CC(C#N)Cc1cccc(CN2CCC3(CC2)C(NC2CCCCC2)=NC(=O)N3c2cccc(F)c2)c1, predict the reactants needed to synthesize it. The reactants are: CC(C#N)Cc1cccc(C=O)c1.O=C1N=C(NC2CCCCC2)C2(CCNCC2)N1c1cccc(F)c1. (4) The reactants are: O=C(O)c1cc(-c2cccnc2)ccc1OCc1ccccc1. Given the product O=C(O)c1cc(-c2cccnc2)ccc1O, predict the reactants needed to synthesize it. (5) Given the product CC(C)(C)[Si](C)(C)O[C@H]1CCN(CC#CCn2ccnc2)C1=O, predict the reactants needed to synthesize it. The reactants are: CC(C)(C)[Si](C)(C)O[C@H]1CCN(CC#CCBr)C1=O.c1c[nH]cn1. (6) Given the product CC(Oc1nc(Cl)cnc1NS(=O)(=O)c1cccc(Cl)c1Cl)C1CC1, predict the reactants needed to synthesize it. The reactants are: CC(O)C1CC1.O=S(=O)(Nc1ncc(Cl)nc1Cl)c1cccc(Cl)c1Cl.